From a dataset of Aqueous solubility values for 9,982 compounds from the AqSolDB database. Regression/Classification. Given a drug SMILES string, predict its absorption, distribution, metabolism, or excretion properties. Task type varies by dataset: regression for continuous measurements (e.g., permeability, clearance, half-life) or binary classification for categorical outcomes (e.g., BBB penetration, CYP inhibition). For this dataset (solubility_aqsoldb), we predict Y. (1) The molecule is O=C(OCC(=O)N(CCO)CCO)c1ccccc1. The Y is 0.430 log mol/L. (2) The compound is O=C([O-])c1ccccc1.[K+]. The Y is 0.487 log mol/L. (3) The compound is C=C(C)Cn1c(N)cc(=O)n(C)c1=O. The Y is -0.990 log mol/L. (4) The Y is -0.181 log mol/L. The molecule is C=CC(=O)OCCOCCOCC. (5) The compound is CCCCCCCC/C=C\CCCCCCCC(=O)OCC(C)OC(=O)CCCCCCC/C=C\CCCCCCCC. The Y is -4.78 log mol/L. (6) The compound is CC(=O)Nc1ccccc1Cl. The Y is -1.40 log mol/L. (7) The compound is CCN1CCN(c2cc3c(cc2F)c(=O)c(C(=O)O)cn3C2CC2)CC1. The Y is -3.18 log mol/L. (8) The molecule is O=Cc1ccc(O)cc1. The Y is -0.976 log mol/L.